Dataset: Full USPTO retrosynthesis dataset with 1.9M reactions from patents (1976-2016). Task: Predict the reactants needed to synthesize the given product. (1) Given the product [CH3:1][C:2]1[C:3]([C:24]2[CH:29]=[CH:28][CH:27]=[CH:26][CH:25]=2)=[C:4]([O:14][C:15]2[CH:23]=[CH:22][C:18]([C:19]([Cl:33])=[O:20])=[CH:17][CH:16]=2)[C:5]2[C:10]([CH:11]=1)=[CH:9][C:8]([O:12][CH3:13])=[CH:7][CH:6]=2, predict the reactants needed to synthesize it. The reactants are: [CH3:1][C:2]1[C:3]([C:24]2[CH:29]=[CH:28][CH:27]=[CH:26][CH:25]=2)=[C:4]([O:14][C:15]2[CH:23]=[CH:22][C:18]([C:19](O)=[O:20])=[CH:17][CH:16]=2)[C:5]2[C:10]([CH:11]=1)=[CH:9][C:8]([O:12][CH3:13])=[CH:7][CH:6]=2.C(Cl)(=O)C([Cl:33])=O. (2) Given the product [Br:1][C:2]1[C:3]([N:12]2[CH2:13][CH2:14][N:15]([CH:18]([C:28]3[CH:27]=[N:26][CH:31]=[CH:30][CH:29]=3)[CH3:19])[CH2:16][CH2:17]2)=[C:4]([N+:9]([O-:11])=[O:10])[C:5]([NH2:8])=[N:6][CH:7]=1, predict the reactants needed to synthesize it. The reactants are: [Br:1][C:2]1[C:3]([N:12]2[CH2:17][CH2:16][N:15]([CH:18](C3C=CC=CN=3)[CH3:19])[CH2:14][CH2:13]2)=[C:4]([N+:9]([O-:11])=[O:10])[C:5]([NH2:8])=[N:6][CH:7]=1.[N:26]1[CH:31]=[CH:30][CH:29]=[C:28](C(N2CCN(C(OC(C)(C)C)=O)CC2)C)[CH:27]=1.C(O)(C(F)(F)F)=O.BrC1C(Cl)=C([N+]([O-])=O)C(N)=NC=1. (3) Given the product [C:51]([O:50][C:49]([N:48]([CH2:47][C:46]1[CH:57]=[C:42]([NH:41][C:39](=[O:40])[CH2:38][CH2:37][CH2:36][C:33]2[CH:34]=[CH:35][C:30]([B:25]([OH:27])[OH:26])=[CH:31][C:32]=2[CH2:64][CH3:65])[CH:43]=[CH:44][C:45]=1[S:58]([CH:61]([CH3:63])[CH3:62])(=[O:60])=[O:59])[CH3:56])=[O:55])([CH3:54])([CH3:53])[CH3:52], predict the reactants needed to synthesize it. The reactants are: C(C1C=C(NC(=O)CCCC2C=CC([B:25]([OH:27])[OH:26])=CC=2)C=CC=1S(CC)(=O)=O)#N.Br[C:30]1[CH:35]=[CH:34][C:33]([CH2:36][CH2:37][CH2:38][C:39]([NH:41][C:42]2[CH:43]=[CH:44][C:45]([S:58]([CH:61]([CH3:63])[CH3:62])(=[O:60])=[O:59])=[C:46]([CH:57]=2)[CH2:47][N:48]([CH3:56])[C:49](=[O:55])[O:50][C:51]([CH3:54])([CH3:53])[CH3:52])=[O:40])=[C:32]([CH2:64][CH3:65])[CH:31]=1.CC1(C)COB(B2OCC(C)(C)CO2)OC1. (4) Given the product [Cl:3][C:4]1[CH:5]=[C:6]([N+:21]([O-:23])=[O:22])[C:7]([O:8][CH2:9][C:10]2([CH3:17])[CH2:14][O:13][C:12]([CH3:16])([CH3:15])[O:11]2)=[CH:18][C:19]=1[OH:26], predict the reactants needed to synthesize it. The reactants are: [OH-].[K+].[Cl:3][C:4]1[C:19](F)=[CH:18][C:7]([O:8][CH2:9][C:10]2([CH3:17])[CH2:14][O:13][C:12]([CH3:16])([CH3:15])[O:11]2)=[C:6]([N+:21]([O-:23])=[O:22])[CH:5]=1.C(O)(=[O:26])C.CCCCCC.